Dataset: Merck oncology drug combination screen with 23,052 pairs across 39 cell lines. Task: Regression. Given two drug SMILES strings and cell line genomic features, predict the synergy score measuring deviation from expected non-interaction effect. Drug 1: O=c1[nH]cc(F)c(=O)[nH]1. Drug 2: N#Cc1ccc(Cn2cncc2CN2CCN(c3cccc(Cl)c3)C(=O)C2)cc1. Cell line: ZR751. Synergy scores: synergy=8.12.